This data is from Catalyst prediction with 721,799 reactions and 888 catalyst types from USPTO. The task is: Predict which catalyst facilitates the given reaction. (1) Reactant: [CH3:1][C:2]1([CH3:15])[CH2:7][CH2:6][CH2:5][C:4](=[C:8]([CH3:14])[C:9]([O:11]CC)=[O:10])[CH2:3]1.[OH-].[Na+]. Product: [CH3:1][C:2]1([CH3:15])[CH2:7][CH2:6][CH2:5][C:4](=[C:8]([CH3:14])[C:9]([OH:11])=[O:10])[CH2:3]1. The catalyst class is: 88. (2) The catalyst class is: 388. Reactant: [F:1][C:2]1[CH:7]=[CH:6][C:5]([N:8]2[C:16]3[C:11](=[CH:12][C:13]([C:17](=[O:22])[CH2:18][CH:19]([CH3:21])[CH3:20])=[CH:14][CH:15]=3)[CH:10]=[N:9]2)=[CH:4][CH:3]=1.[CH3:23][O:24][C:25]([O:29][Si](C)(C)C)=[C:26]([CH3:28])[CH3:27]. Product: [F:1][C:2]1[CH:3]=[CH:4][C:5]([N:8]2[C:16]3[C:11](=[CH:12][C:13]([C:17]([OH:22])([CH2:18][CH:19]([CH3:20])[CH3:21])[C:26]([CH3:28])([CH3:27])[C:25]([O:24][CH3:23])=[O:29])=[CH:14][CH:15]=3)[CH:10]=[N:9]2)=[CH:6][CH:7]=1.